Dataset: Catalyst prediction with 721,799 reactions and 888 catalyst types from USPTO. Task: Predict which catalyst facilitates the given reaction. (1) Reactant: [CH3:1][C@H:2]1[N:7](CC2C=CC=CC=2)[C@@H:6]([CH3:15])[CH2:5][N:4]([C:16]2[CH:17]=[C:18]([NH:24][S:25]([C:28]3[CH:33]=[CH:32][C:31]([C:34]4[O:35][C:36]([CH3:39])=[CH:37][CH:38]=4)=[C:30]([F:40])[CH:29]=3)(=[O:27])=[O:26])[C:19]([O:22]C)=[N:20][CH:21]=2)[CH2:3]1.Cl. Product: [CH3:1][C@H:2]1[NH:7][C@@H:6]([CH3:15])[CH2:5][N:4]([C:16]2[CH:17]=[C:18]([NH:24][S:25]([C:28]3[CH:33]=[CH:32][C:31]([C:34]4[O:35][C:36]([CH3:39])=[CH:37][CH:38]=4)=[C:30]([F:40])[CH:29]=3)(=[O:27])=[O:26])[C:19](=[O:22])[NH:20][CH:21]=2)[CH2:3]1. The catalyst class is: 38. (2) Reactant: [CH3:1][NH:2][C@@H:3]1[C:8]2[CH:9]=[CH:10][CH:11]=[CH:12][C:7]=2[C@H:6]([C:13]2[CH:14]=[CH:15][C:16]([Cl:20])=[C:17]([Cl:19])[CH:18]=2)[CH2:5][CH2:4]1.C(O)(=O)C.C[Si](C)(C)[Cl:27]. Product: [CH3:1][NH:2][C@@H:3]1[C:8]2[CH:9]=[CH:10][CH:11]=[CH:12][C:7]=2[C@H:6]([C:13]2[CH:14]=[CH:15][C:16]([Cl:20])=[C:17]([Cl:19])[CH:18]=2)[CH2:5][CH2:4]1.[ClH:27]. The catalyst class is: 824. (3) Reactant: Cl[C:2]1[CH:7]=[C:6]2[NH:8][C:9](=[O:34])[C:10]3([CH:15](C4C=CC=C(Cl)C=4)[CH2:14][C:13](=O)[NH:12][CH:11]3C3C=CC=CC=3C(F)(F)F)[C:5]2=[CH:4][CH:3]=1.[BH4-].[Na+]. Product: [NH:12]1[CH2:13][CH2:14][CH2:15][C:10]2([C:5]3[C:6](=[CH:7][CH:2]=[CH:3][CH:4]=3)[NH:8][C:9]2=[O:34])[CH2:11]1. The catalyst class is: 5. (4) Reactant: [NH2:1][C:2]1[CH:7]=[CH:6][C:5]([OH:8])=[CH:4][CH:3]=1.Cl[C:10]1[CH:15]=[CH:14][N:13]=[C:12]([NH2:16])[CH:11]=1.O(C)[Na]. The catalyst class is: 16. Product: [NH2:1][C:2]1[CH:7]=[CH:6][C:5]([O:8][C:10]2[CH:15]=[CH:14][N:13]=[C:12]([NH2:16])[CH:11]=2)=[CH:4][CH:3]=1. (5) Reactant: [CH2:1]([O:8][C:9]1[CH:14]=[CH:13][C:12]([CH2:15][C:16]([O:18]CC)=[O:17])=[CH:11][CH:10]=1)[C:2]1[CH:7]=[CH:6][CH:5]=[CH:4][CH:3]=1.[OH-].[K+]. Product: [CH2:1]([O:8][C:9]1[CH:10]=[CH:11][C:12]([CH2:15][C:16]([OH:18])=[O:17])=[CH:13][CH:14]=1)[C:2]1[CH:3]=[CH:4][CH:5]=[CH:6][CH:7]=1. The catalyst class is: 88. (6) The catalyst class is: 132. Product: [Cl:3][C:4]1[N:9]=[N:8][C:7]([N:10]2[CH2:14][C@@H:13]([C:15]3[CH:20]=[CH:19][C:18]([F:21])=[CH:17][C:16]=3[F:22])[C@H:12]([C:23]([O-:25])=[O:24])[CH2:11]2)=[CH:6][CH:5]=1.[Li+:2]. Reactant: [OH-].[Li+:2].[Cl:3][C:4]1[N:9]=[N:8][C:7]([N:10]2[CH2:14][C@@H:13]([C:15]3[CH:20]=[CH:19][C:18]([F:21])=[CH:17][C:16]=3[F:22])[C@H:12]([C:23]([O:25]C)=[O:24])[CH2:11]2)=[CH:6][CH:5]=1.CO.C(OCC)C. (7) Reactant: [ClH:1].[NH2:2][C:3]1[C:8]([C:9]2[CH:14]=[CH:13][C:12]([NH:15][C:16]([C:18]3[C:23](=[O:24])[C:22]([C:25]4[CH:30]=[CH:29][C:28]([F:31])=[CH:27][CH:26]=4)=[CH:21][N:20]([CH2:32][C:33]([F:36])([F:35])[F:34])[CH:19]=3)=[O:17])=[CH:11][CH:10]=2)=[CH:7][C:6]([C:37]2[CH:42]=[CH:41][C:40]([O:43][CH3:44])=[C:39]([O:45][CH3:46])[CH:38]=2)=[CH:5][N:4]=1. Product: [OH2:17].[ClH:1].[NH2:2][C:3]1[C:8]([C:9]2[CH:10]=[CH:11][C:12]([NH:15][C:16]([C:18]3[C:23](=[O:24])[C:22]([C:25]4[CH:26]=[CH:27][C:28]([F:31])=[CH:29][CH:30]=4)=[CH:21][N:20]([CH2:32][C:33]([F:34])([F:35])[F:36])[CH:19]=3)=[O:17])=[CH:13][CH:14]=2)=[CH:7][C:6]([C:37]2[CH:42]=[CH:41][C:40]([O:43][CH3:44])=[C:39]([O:45][CH3:46])[CH:38]=2)=[CH:5][N:4]=1. The catalyst class is: 41. (8) Reactant: Cl.[C:2]([C:4]1[CH:5]=[C:6]([N:10]2[CH2:15][CH2:14][N:13](C(OC(C)(C)C)=O)[CH2:12][CH2:11]2)[CH:7]=[CH:8][CH:9]=1)#[N:3]. Product: [N:10]1([C:6]2[CH:5]=[C:4]([CH:9]=[CH:8][CH:7]=2)[C:2]#[N:3])[CH2:15][CH2:14][NH:13][CH2:12][CH2:11]1. The catalyst class is: 12.